Dataset: Full USPTO retrosynthesis dataset with 1.9M reactions from patents (1976-2016). Task: Predict the reactants needed to synthesize the given product. (1) Given the product [Br:1][C:2]1[CH:9]=[C:8]([F:10])[C:7]([F:11])=[CH:6][C:3]=1[CH2:4][Br:13], predict the reactants needed to synthesize it. The reactants are: [Br:1][C:2]1[CH:9]=[C:8]([F:10])[C:7]([F:11])=[CH:6][C:3]=1[CH2:4]O.C(Br)(Br)(Br)[Br:13].C1(P(C2C=CC=CC=2)C2C=CC=CC=2)C=CC=CC=1. (2) The reactants are: [Cl:1][C:2]1[CH:10]=[CH:9][CH:8]=[C:7]([CH3:11])[C:3]=1[C:4]([OH:6])=[O:5].[CH3:12]O. Given the product [Cl:1][C:2]1[CH:10]=[CH:9][CH:8]=[C:7]([CH3:11])[C:3]=1[C:4]([O:6][CH3:12])=[O:5], predict the reactants needed to synthesize it. (3) Given the product [CH3:15][S:16][CH2:17][C:11]1[CH:12]=[CH:13][CH:14]=[C:8]([O:1][C:2]2[CH:3]=[CH:4][CH:5]=[CH:6][CH:7]=2)[C:9]=1[NH:10][C:23](=[O:24])[CH3:22], predict the reactants needed to synthesize it. The reactants are: [O:1]([C:8]1[CH:14]=[CH:13][CH:12]=[CH:11][C:9]=1[NH2:10])[C:2]1[CH:7]=[CH:6][CH:5]=[CH:4][CH:3]=1.[CH3:15][S:16][CH3:17].ClN1[C:23](=[O:24])[CH2:22]CC1=O.C(=O)=O.CC(C)=O.C(N(CC)CC)C.S([O-])([O-])=O.[Na+].[Na+]. (4) Given the product [S:1]1[C:5]2[CH2:6][CH2:7][CH2:8][CH2:9][C:4]=2[N:3]=[C:2]1[C:10]1[CH:11]=[CH:12][C:13]([O:16][CH2:17][CH2:18][CH2:19][O:20][C:31]2[CH:30]=[C:29]3[C:34](=[CH:33][CH:32]=2)[N:26]([CH:24]([CH3:25])[C:23]([OH:36])=[O:22])[CH:27]=[CH:28]3)=[N:14][CH:15]=1, predict the reactants needed to synthesize it. The reactants are: [S:1]1[C:5]2[CH2:6][CH2:7][CH2:8][CH2:9][C:4]=2[N:3]=[C:2]1[C:10]1[CH:11]=[CH:12][C:13]([O:16][CH2:17][CH2:18][CH2:19][OH:20])=[N:14][CH:15]=1.C[O:22][C:23](=[O:36])[CH:24]([N:26]1[C:34]2[C:29](=[CH:30][C:31](O)=[CH:32][CH:33]=2)[CH:28]=[CH:27]1)[CH3:25].C1(P(C2C=CC=CC=2)C2C=CC=CC=2)C=CC=CC=1.N(C(N1CCCCC1)=O)=NC(N1CCCCC1)=O.[Li+].[OH-]. (5) Given the product [CH3:1][O:2][C:3](=[O:12])[C:4]1[CH:9]=[C:8]([Br:10])[CH:7]=[N:6][C:5]=1[Cl:15], predict the reactants needed to synthesize it. The reactants are: [CH3:1][O:2][C:3](=[O:12])[C:4]1[CH:9]=[C:8]([Br:10])[CH:7]=[N:6][C:5]=1O.O=P(Cl)(Cl)[Cl:15]. (6) Given the product [O:1]1[CH:5]=[CH:4][CH:3]=[C:2]1[C:6]#[C:7][C:8]#[C:9][CH2:10][CH2:11][CH2:12][CH2:13][CH2:14][CH2:15][CH2:16][CH2:17][CH2:18][C:19]([O-:21])=[O:20].[K+:23], predict the reactants needed to synthesize it. The reactants are: [O:1]1[CH:5]=[CH:4][CH:3]=[C:2]1[C:6]#[C:7][C:8]#[C:9][CH2:10][CH2:11][CH2:12][CH2:13][CH2:14][CH2:15][CH2:16][CH2:17][CH2:18][C:19]([OH:21])=[O:20].[OH-].[K+:23]. (7) Given the product [OH:18]/[N:17]=[C:3]1\[C:4](=[C:11]([C:12]#[N:13])[C:14]#[N:15])[C:5]2[C:10]([C:2]\1=[O:1])=[CH:9][CH:8]=[CH:7][CH:6]=2, predict the reactants needed to synthesize it. The reactants are: [O:1]=[C:2]1[C:10]2[C:5](=[CH:6][CH:7]=[CH:8][CH:9]=2)[C:4](=[C:11]([C:14]#[N:15])[C:12]#[N:13])[CH2:3]1.Cl.[N:17](OCCC(C)C)=[O:18].